Dataset: Forward reaction prediction with 1.9M reactions from USPTO patents (1976-2016). Task: Predict the product of the given reaction. (1) Given the reactants [CH3:1][O:2][CH:3]([O:12][CH3:13])[C@H:4]1[O:9][CH:8]([OH:10])[CH2:7][C@H:6]([OH:11])[CH2:5]1.C(=O)([O-])[O-].[Ba+2].BrBr, predict the reaction product. The product is: [CH3:1][O:2][CH:3]([O:12][CH3:13])[C@H:4]1[O:9][C:8](=[O:10])[CH2:7][C@H:6]([OH:11])[CH2:5]1. (2) Given the reactants Br[C:2]1[CH:3]=[C:4]([N:24]([CH2:31][CH3:32])[CH:25]2[CH2:30][CH2:29][O:28][CH2:27][CH2:26]2)[C:5]([CH3:23])=[C:6]([CH:22]=1)[C:7]([NH:9][CH2:10][C:11]1[C:12](=[O:21])[NH:13][C:14]([CH3:20])=[CH:15][C:16]=1[CH:17]([CH3:19])[CH3:18])=[O:8].CC1(C)C(C)(C)OB([C:41]2[CH:42]=[CH:43][C:44]([CH:47]=[O:48])=[N:45][CH:46]=2)O1.C([O-])([O-])=O.[Na+].[Na+], predict the reaction product. The product is: [CH2:31]([N:24]([CH:25]1[CH2:30][CH2:29][O:28][CH2:27][CH2:26]1)[C:4]1[C:5]([CH3:23])=[C:6]([CH:22]=[C:2]([C:41]2[CH:46]=[N:45][C:44]([CH:47]=[O:48])=[CH:43][CH:42]=2)[CH:3]=1)[C:7]([NH:9][CH2:10][C:11]1[C:12](=[O:21])[NH:13][C:14]([CH3:20])=[CH:15][C:16]=1[CH:17]([CH3:19])[CH3:18])=[O:8])[CH3:32]. (3) Given the reactants Br[C:2]1[CH:3]=[C:4]([N:8]2[C:16]3[CH:15]=[CH:14][C:13]([CH3:17])=[CH:12][C:11]=3[C:10]3[CH2:18][N:19]([CH3:22])[CH2:20][CH2:21][C:9]2=3)[CH:5]=[CH:6][CH:7]=1.[S:23]1[C:27](B(O)O)=[CH:26][C:25]2[CH:31]=[CH:32][CH:33]=[CH:34][C:24]1=2.C([O-])([O-])=O.[K+].[K+].O, predict the reaction product. The product is: [S:23]1[C:27]([C:2]2[CH:3]=[C:4]([N:8]3[C:16]4[CH:15]=[CH:14][C:13]([CH3:17])=[CH:12][C:11]=4[C:10]4[CH2:18][N:19]([CH3:22])[CH2:20][CH2:21][C:9]3=4)[CH:5]=[CH:6][CH:7]=2)=[CH:26][C:25]2[CH:31]=[CH:32][CH:33]=[CH:34][C:24]1=2. (4) Given the reactants [CH2:1]([O:3][C:4]1[CH:9]=[CH:8][C:7]([NH:10][C:11]([C:13]2[CH2:18][CH2:17][CH2:16][CH2:15][C:14]=2[NH2:19])=[O:12])=[CH:6][CH:5]=1)[CH3:2].[C:20]([NH:27][C@@H:28]([C:30](O)=[O:31])[CH3:29])([O:22][C:23]([CH3:26])([CH3:25])[CH3:24])=[O:21].C(Cl)CCl.C1C=CC2N(O)N=NC=2C=1.CN1CCOCC1, predict the reaction product. The product is: [C:23]([O:22][C:20](=[O:21])[NH:27][C@@H:28]([C:30](=[O:31])[NH:19][C:14]1[CH2:15][CH2:16][CH2:17][CH2:18][C:13]=1[C:11](=[O:12])[NH:10][C:7]1[CH:6]=[CH:5][C:4]([O:3][CH2:1][CH3:2])=[CH:9][CH:8]=1)[CH3:29])([CH3:24])([CH3:25])[CH3:26]. (5) Given the reactants [F:1][C:2]1[CH:7]=[CH:6][C:5]([O:8][C:9](=[O:33])[N:10]([C@@H:12]2[C@@H:16]([C:17]3[CH:22]=[CH:21][C:20]([Cl:23])=[C:19]([Cl:24])[CH:18]=3)[CH2:15][N:14]([C:25]([CH:27]3[CH2:32][CH2:31][NH:30][CH2:29][CH2:28]3)=[O:26])[CH2:13]2)[CH3:11])=[CH:4][CH:3]=1.Cl[C:35]1[CH:42]=[CH:41][C:38]([C:39]#[N:40])=[CH:37][N:36]=1.C(N(CC)C(C)C)(C)C, predict the reaction product. The product is: [F:1][C:2]1[CH:7]=[CH:6][C:5]([O:8][C:9](=[O:33])[N:10]([C@@H:12]2[C@@H:16]([C:17]3[CH:22]=[CH:21][C:20]([Cl:23])=[C:19]([Cl:24])[CH:18]=3)[CH2:15][N:14]([C:25]([CH:27]3[CH2:32][CH2:31][N:30]([C:35]4[CH:42]=[CH:41][C:38]([C:39]#[N:40])=[CH:37][N:36]=4)[CH2:29][CH2:28]3)=[O:26])[CH2:13]2)[CH3:11])=[CH:4][CH:3]=1. (6) Given the reactants Br[C:2]1[CH:7]=[CH:6][CH:5]=[C:4]([C:8]([F:11])([F:10])[F:9])[N:3]=1.C([Li])CCC.[C:17]([N:24]1[CH2:29][CH2:28][C:27](=[O:30])[CH2:26][CH2:25]1)([O:19][C:20]([CH3:23])([CH3:22])[CH3:21])=[O:18].O, predict the reaction product. The product is: [C:20]([O:19][C:17]([N:24]1[CH2:29][CH2:28][C:27]([OH:30])([C:2]2[CH:7]=[CH:6][CH:5]=[C:4]([C:8]([F:11])([F:10])[F:9])[N:3]=2)[CH2:26][CH2:25]1)=[O:18])([CH3:23])([CH3:21])[CH3:22]. (7) Given the reactants [CH:1]([C:4]1[N:8]([C:9]2[N:10]=[C:11]([N:31]3[CH2:36][CH2:35][O:34][CH2:33][CH2:32]3)[C:12]3[N:18]=[C:17]([CH2:19][CH:20]4[CH2:23][N:22](C(OC(C)(C)C)=O)[CH2:21]4)[CH:16]=[CH:15][C:13]=3[N:14]=2)[C:7]2[CH:37]=[CH:38][CH:39]=[CH:40][C:6]=2[N:5]=1)([CH3:3])[CH3:2].Cl, predict the reaction product. The product is: [NH:22]1[CH2:23][CH:20]([CH2:19][C:17]2[CH:16]=[CH:15][C:13]3[N:14]=[C:9]([N:8]4[C:7]5[CH:37]=[CH:38][CH:39]=[CH:40][C:6]=5[N:5]=[C:4]4[CH:1]([CH3:3])[CH3:2])[N:10]=[C:11]([N:31]4[CH2:36][CH2:35][O:34][CH2:33][CH2:32]4)[C:12]=3[N:18]=2)[CH2:21]1. (8) Given the reactants Br[C:2]1[N:3]([CH2:17][O:18][CH2:19][CH2:20][Si:21]([CH3:24])([CH3:23])[CH3:22])[CH:4]=[C:5]([C:7]([O:9][CH2:10][C:11]2[CH:16]=[CH:15][CH:14]=[CH:13][CH:12]=2)=[O:8])[N:6]=1.[CH:25]1(B(O)O)[CH2:27][CH2:26]1, predict the reaction product. The product is: [CH:25]1([C:2]2[N:3]([CH2:17][O:18][CH2:19][CH2:20][Si:21]([CH3:24])([CH3:23])[CH3:22])[CH:4]=[C:5]([C:7]([O:9][CH2:10][C:11]3[CH:16]=[CH:15][CH:14]=[CH:13][CH:12]=3)=[O:8])[N:6]=2)[CH2:27][CH2:26]1. (9) Given the reactants C([O:3][C:4](=[O:20])[C@@H:5]([O:18][CH3:19])[CH2:6][C:7]1[CH:12]=[CH:11][C:10]([O:13][CH2:14][CH2:15][CH2:16]Br)=[CH:9][CH:8]=1)C.[Cl:21][C:22]1[CH:37]=[CH:36][C:25]([C:26]([NH:28][C:29]2[CH:34]=[CH:33][C:32]([OH:35])=[CH:31][CH:30]=2)=O)=[CH:24][CH:23]=1.[OH-].[Na+], predict the reaction product. The product is: [Cl:21][C:22]1[CH:37]=[CH:36][C:25]([CH2:26][NH:28][C:29]2[CH:34]=[CH:33][C:32]([O:35][CH2:16][CH2:15][CH2:14][O:13][C:10]3[CH:9]=[CH:8][C:7]([CH2:6][C@H:5]([O:18][CH3:19])[C:4]([OH:3])=[O:20])=[CH:12][CH:11]=3)=[CH:31][CH:30]=2)=[CH:24][CH:23]=1. (10) Given the reactants [CH:1]1([N:5]2[CH2:11][CH2:10][C:9]3[CH:12]=[C:13]([O:17][CH2:18][C:19]4[CH:24]=[CH:23][CH:22]=[CH:21][CH:20]=4)[C:14](I)=[CH:15][C:8]=3[CH2:7][CH2:6]2)[CH2:4][CH2:3][CH2:2]1.[C-:25]#[N:26].[Na+], predict the reaction product. The product is: [CH:1]1([N:5]2[CH2:11][CH2:10][C:9]3[CH:12]=[C:13]([O:17][CH2:18][C:19]4[CH:24]=[CH:23][CH:22]=[CH:21][CH:20]=4)[C:14]([C:25]#[N:26])=[CH:15][C:8]=3[CH2:7][CH2:6]2)[CH2:4][CH2:3][CH2:2]1.